This data is from Reaction yield outcomes from USPTO patents with 853,638 reactions. The task is: Predict the reaction yield, written as a fraction of the theoretical maximum amount of product (1.0 means a 100% yield; for example, 0.34 means a 34% yield). (1) The reactants are [H-].[Na+].[N:3]1[CH:8]=[CH:7][CH:6]=[CH:5][C:4]=1[CH2:9][OH:10].[CH:11]([CH:14]1[C:19]2[N:20]=[CH:21][NH:22][C:18]=2[CH2:17][CH2:16][N:15]1[C:23](OCC(Cl)(Cl)Cl)=[O:24])([CH3:13])[CH3:12]. The catalyst is C1COCC1. The product is [CH:11]([CH:14]1[C:19]2[N:20]=[CH:21][NH:22][C:18]=2[CH2:17][CH2:16][N:15]1[C:23]([O:10][CH2:9][C:4]1[CH:5]=[CH:6][CH:7]=[CH:8][N:3]=1)=[O:24])([CH3:13])[CH3:12]. The yield is 0.144. (2) The reactants are [Cl:1][C:2]1[CH:7]=[CH:6][C:5]([N:8]=[C:9]=[O:10])=[CH:4][CH:3]=1.[NH2:11][C:12]1[CH:25]=[CH:24][C:15]([O:16][CH2:17][CH2:18][N:19]2[CH2:22][CH:21]([OH:23])[CH2:20]2)=[C:14]([C:26]2[N:27]([CH3:32])[N:28]=[CH:29][C:30]=2[Cl:31])[CH:13]=1. The catalyst is ClCCl.CN(C=O)C. The product is [Cl:31][C:30]1[CH:29]=[N:28][N:27]([CH3:32])[C:26]=1[C:14]1[CH:13]=[C:12]([NH:11][C:9]([NH:8][C:5]2[CH:6]=[CH:7][C:2]([Cl:1])=[CH:3][CH:4]=2)=[O:10])[CH:25]=[CH:24][C:15]=1[O:16][CH2:17][CH2:18][N:19]1[CH2:22][CH:21]([OH:23])[CH2:20]1. The yield is 0.470. (3) The reactants are [CH3:1][N:2]([CH3:18])[CH2:3][CH2:4][N:5]1[CH2:10][CH2:9][C:8]2[NH:11][C:12]([CH:15]=O)=[C:13]([CH3:14])[C:7]=2[C:6]1=[O:17].[F:19][C:20]1[C:25]([F:26])=[CH:24][CH:23]=[CH:22][C:21]=1[C:27]1[CH:35]=[CH:34][CH:33]=[C:32]2[C:28]=1[CH2:29][C:30](=[O:36])[NH:31]2. No catalyst specified. The product is [F:19][C:20]1[C:25]([F:26])=[CH:24][CH:23]=[CH:22][C:21]=1[C:27]1[CH:35]=[CH:34][CH:33]=[C:32]2[C:28]=1[C:29](=[CH:15][C:12]1[NH:11][C:8]3[CH2:9][CH2:10][N:5]([CH2:4][CH2:3][N:2]([CH3:18])[CH3:1])[C:6](=[O:17])[C:7]=3[C:13]=1[CH3:14])[C:30](=[O:36])[NH:31]2. The yield is 0.616. (4) The reactants are [CH2:1]([O:8][CH2:9][CH2:10][CH2:11][O:12][C:13]1[C:14]([OH:21])=[C:15]([CH:18]=[CH:19][CH:20]=1)[CH:16]=[O:17])[C:2]1[CH:7]=[CH:6][CH:5]=[CH:4][CH:3]=1.N1C=CC=CC=1.[F:28][C:29]([F:42])([F:41])[S:30](O[S:30]([C:29]([F:42])([F:41])[F:28])(=[O:32])=[O:31])(=[O:32])=[O:31]. The catalyst is C(Cl)Cl. The product is [CH2:1]([O:8][CH2:9][CH2:10][CH2:11][O:12][C:13]1[CH:20]=[CH:19][CH:18]=[C:15]([CH:16]=[O:17])[C:14]=1[O:21][S:30]([C:29]([F:42])([F:41])[F:28])(=[O:32])=[O:31])[C:2]1[CH:3]=[CH:4][CH:5]=[CH:6][CH:7]=1. The yield is 0.820. (5) The reactants are [C:1]1([O:7][P:8]([CH2:17][C:18]([CH3:41])=[CH:19][CH2:20][C:21]2[C:22]([O:34][CH2:35][CH2:36][Si:37]([CH3:40])([CH3:39])[CH3:38])=[C:23]3[C:27](=[C:28]([CH3:32])[C:29]=2[O:30][CH3:31])[CH2:26][O:25][C:24]3=[O:33])(=[O:16])[O:9]C2C=CC=CC=2)[CH:6]=[CH:5][CH:4]=[CH:3][CH:2]=1.[OH-].[Na+].CCOC(C)=O. The catalyst is C1COCC1. The yield is 0.380. The product is [C:1]1([O:7][P:8]([CH2:17][C:18]([CH3:41])=[CH:19][CH2:20][C:21]2[C:22]([O:34][CH2:35][CH2:36][Si:37]([CH3:40])([CH3:38])[CH3:39])=[C:23]3[C:27](=[C:28]([CH3:32])[C:29]=2[O:30][CH3:31])[CH2:26][O:25][C:24]3=[O:33])(=[O:9])[OH:16])[CH:2]=[CH:3][CH:4]=[CH:5][CH:6]=1.